Dataset: Merck oncology drug combination screen with 23,052 pairs across 39 cell lines. Task: Regression. Given two drug SMILES strings and cell line genomic features, predict the synergy score measuring deviation from expected non-interaction effect. (1) Drug 1: CCN(CC)CCNC(=O)c1c(C)[nH]c(C=C2C(=O)Nc3ccc(F)cc32)c1C. Drug 2: C=CCn1c(=O)c2cnc(Nc3ccc(N4CCN(C)CC4)cc3)nc2n1-c1cccc(C(C)(C)O)n1. Cell line: COLO320DM. Synergy scores: synergy=-3.85. (2) Cell line: LOVO. Synergy scores: synergy=0.238. Drug 2: CC(C)CC(NC(=O)C(Cc1ccccc1)NC(=O)c1cnccn1)B(O)O. Drug 1: Cn1nnc2c(C(N)=O)ncn2c1=O. (3) Drug 1: Cn1nnc2c(C(N)=O)ncn2c1=O. Cell line: T47D. Synergy scores: synergy=1.88. Drug 2: CC1(c2nc3c(C(N)=O)cccc3[nH]2)CCCN1. (4) Synergy scores: synergy=15.4. Drug 2: CS(=O)(=O)CCNCc1ccc(-c2ccc3ncnc(Nc4ccc(OCc5cccc(F)c5)c(Cl)c4)c3c2)o1. Drug 1: C=CCn1c(=O)c2cnc(Nc3ccc(N4CCN(C)CC4)cc3)nc2n1-c1cccc(C(C)(C)O)n1. Cell line: DLD1. (5) Drug 1: CCC1=CC2CN(C1)Cc1c([nH]c3ccccc13)C(C(=O)OC)(c1cc3c(cc1OC)N(C)C1C(O)(C(=O)OC)C(OC(C)=O)C4(CC)C=CCN5CCC31C54)C2. Drug 2: Cn1nnc2c(C(N)=O)ncn2c1=O. Cell line: A427. Synergy scores: synergy=6.00. (6) Drug 1: COC12C(COC(N)=O)C3=C(C(=O)C(C)=C(N)C3=O)N1CC1NC12. Drug 2: CCc1cnn2c(NCc3ccc[n+]([O-])c3)cc(N3CCCCC3CCO)nc12. Cell line: NCIH2122. Synergy scores: synergy=-2.90. (7) Drug 1: O=S1(=O)NC2(CN1CC(F)(F)F)C1CCC2Cc2cc(C=CCN3CCC(C(F)(F)F)CC3)ccc2C1. Drug 2: COC12C(COC(N)=O)C3=C(C(=O)C(C)=C(N)C3=O)N1CC1NC12. Cell line: A427. Synergy scores: synergy=-0.462. (8) Drug 1: COc1cc(C2c3cc4c(cc3C(OC3OC5COC(C)OC5C(O)C3O)C3COC(=O)C23)OCO4)cc(OC)c1O. Drug 2: CCN(CC)CCNC(=O)c1c(C)[nH]c(C=C2C(=O)Nc3ccc(F)cc32)c1C. Cell line: DLD1. Synergy scores: synergy=-4.74.